From a dataset of NCI-60 drug combinations with 297,098 pairs across 59 cell lines. Regression. Given two drug SMILES strings and cell line genomic features, predict the synergy score measuring deviation from expected non-interaction effect. Drug 1: C1=CC(=CC=C1C#N)C(C2=CC=C(C=C2)C#N)N3C=NC=N3. Synergy scores: CSS=-2.89, Synergy_ZIP=2.13, Synergy_Bliss=0.204, Synergy_Loewe=-0.588, Synergy_HSA=-4.07. Drug 2: CC(C)NC(=O)C1=CC=C(C=C1)CNNC.Cl. Cell line: NCI-H460.